This data is from Catalyst prediction with 721,799 reactions and 888 catalyst types from USPTO. The task is: Predict which catalyst facilitates the given reaction. (1) Reactant: Cl[CH2:2][CH2:3][CH2:4][O:5][C:6]1[CH:11]=[CH:10][C:9]([C:12]2[S:13][C:14]3[CH2:20][CH2:19][CH2:18][CH:17]([NH:21][C:22](=[O:30])OCC[Si](C)(C)C)[C:15]=3[N:16]=2)=[CH:8][CH:7]=1.[CH3:31][CH:32]1[CH2:36][CH2:35][CH2:34][NH:33]1.C(OCC)(=O)C.[F-].C([N+:48]([CH2:57][CH2:58]CC)([CH2:53][CH2:54][CH2:55]C)CCCC)CCC. The catalyst class is: 783. Product: [CH3:31][CH:32]1[CH2:36][CH2:35][CH2:34][N:33]1[C:22]([NH:21][CH:17]1[C:15]2[N:16]=[C:12]([C:9]3[CH:8]=[CH:7][C:6]([O:5][CH2:4][CH2:3][CH2:2][N:48]4[CH2:53][CH2:54][CH2:55][CH:57]4[CH3:58])=[CH:11][CH:10]=3)[S:13][C:14]=2[CH2:20][CH2:19][CH2:18]1)=[O:30]. (2) Reactant: [CH3:1][O:2][C:3]1[CH:32]=[CH:31][C:6]([CH2:7][N:8]([CH2:22][C:23]2[CH:28]=[CH:27][C:26]([O:29][CH3:30])=[CH:25][CH:24]=2)[C:9]2[CH:14]=[C:13]([F:15])[C:12]([C:16]([CH3:20])([CH3:19])[CH2:17][OH:18])=[C:11]([F:21])[CH:10]=2)=[CH:5][CH:4]=1.I[CH3:34].[H-].[Na+].O. Product: [F:21][C:11]1[CH:10]=[C:9]([CH:14]=[C:13]([F:15])[C:12]=1[C:16]([CH3:20])([CH3:19])[CH2:17][O:18][CH3:34])[N:8]([CH2:7][C:6]1[CH:5]=[CH:4][C:3]([O:2][CH3:1])=[CH:32][CH:31]=1)[CH2:22][C:23]1[CH:24]=[CH:25][C:26]([O:29][CH3:30])=[CH:27][CH:28]=1. The catalyst class is: 3. (3) Reactant: [NH2:1][CH:2]1[C:7](=[O:8])[N:6]2[CH:9]([CH2:17][C:18]3[CH:23]=[CH:22][C:21]([Cl:24])=[CH:20][CH:19]=3)[C:10](=[O:16])[N:11]([CH:13]([CH3:15])[CH3:14])[CH2:12][CH:5]2[N:4]([S:25]([C:28]2[CH:33]=[CH:32][C:31]([Cl:34])=[CH:30][C:29]=2[Cl:35])(=[O:27])=[O:26])[CH2:3]1. Product: [Cl:24][C:21]1[CH:22]=[CH:23][C:18]([CH2:17][CH:9]2[N:6]3[C:7](=[O:8])[CH:2]([N:1]4[CH2:19][CH2:18][CH2:17][CH2:9][CH2:10]4)[CH2:3][N:4]([S:25]([C:28]4[CH:33]=[CH:32][C:31]([Cl:34])=[CH:30][C:29]=4[Cl:35])(=[O:27])=[O:26])[CH:5]3[CH2:12][N:11]([CH:13]([CH3:14])[CH3:15])[C:10]2=[O:16])=[CH:19][CH:20]=1. The catalyst class is: 10. (4) Product: [Br:24][C:21]1[CH:22]=[CH:23][C:18]([CH2:17][CH:7]([CH2:8][NH:9][C:10]([O:12][C:13]([CH3:15])([CH3:16])[CH3:14])=[O:11])[C:6]([OH:26])=[O:5])=[C:19]([F:25])[CH:20]=1. Reactant: C([O:5][C:6](=[O:26])[CH:7]([CH2:17][C:18]1[CH:23]=[CH:22][C:21]([Br:24])=[CH:20][C:19]=1[F:25])[CH2:8][NH:9][C:10]([O:12][C:13]([CH3:16])([CH3:15])[CH3:14])=[O:11])(C)(C)C. The catalyst class is: 87. (5) Reactant: C(O[C:6](=O)[N:7](C)[C@H:8]([C:10](=[O:29])[NH:11][CH2:12][C:13]1[CH:14]=[C:15]([C:19]2[CH:24]=[CH:23][C:22]([C:25]([F:28])([F:27])[F:26])=[CH:21][CH:20]=2)[CH:16]=[CH:17][CH:18]=1)[CH3:9])(C)(C)C.[F:32][C:33]([F:38])([F:37])[C:34]([OH:36])=[O:35]. Product: [F:32][C:33]([F:38])([F:37])[C:34]([OH:36])=[O:35].[CH3:6][NH:7][C@@H:8]([CH3:9])[C:10]([NH:11][CH2:12][C:13]1[CH:14]=[C:15]([C:19]2[CH:20]=[CH:21][C:22]([C:25]([F:26])([F:27])[F:28])=[CH:23][CH:24]=2)[CH:16]=[CH:17][CH:18]=1)=[O:29]. The catalyst class is: 2. (6) Reactant: [CH2:1]([O:8][C:9]1[CH:14]=[C:13]([O:15][CH2:16][C:17]2[CH:22]=[CH:21][CH:20]=[CH:19][CH:18]=2)[CH:12]=[C:11]([O:23][C:24]2[CH:29]=[CH:28][C:27]([N+:30]([O-:32])=[O:31])=[CH:26][CH:25]=2)[C:10]=1[C:33](=[N:35][OH:36])[CH3:34])[C:2]1[CH:7]=[CH:6][CH:5]=[CH:4][CH:3]=1.C([Li])CCC.CCCCCC.[C:48](OCC)(=[O:54])[C:49]([O:51][CH2:52][CH3:53])=[O:50].[NH4+].[Cl-]. Product: [CH2:1]([O:8][C:9]1[CH:14]=[C:13]([O:15][CH2:16][C:17]2[CH:22]=[CH:21][CH:20]=[CH:19][CH:18]=2)[CH:12]=[C:11]([O:23][C:24]2[CH:25]=[CH:26][C:27]([N+:30]([O-:32])=[O:31])=[CH:28][CH:29]=2)[C:10]=1[C:33]1[CH2:34][C:48]([OH:54])([C:49]([O:51][CH2:52][CH3:53])=[O:50])[O:36][N:35]=1)[C:2]1[CH:3]=[CH:4][CH:5]=[CH:6][CH:7]=1. The catalyst class is: 1. (7) Reactant: [NH2:1][CH2:2][CH2:3][CH2:4][N:5]1[C:13]([O:14][CH3:15])=[N:12][C:11]2[C:6]1=[N:7][C:8]([O:17][CH2:18][CH2:19][CH2:20][CH3:21])=[N:9][C:10]=2[NH2:16].[CH:22]([C:24]1[CH:29]=[CH:28][C:27]([CH2:30][C:31]([OH:33])=[O:32])=[CH:26][CH:25]=1)=O.[BH4-].[Na+]. Product: [NH2:16][C:10]1[N:9]=[C:8]([O:17][CH2:18][CH2:19][CH2:20][CH3:21])[N:7]=[C:6]2[C:11]=1[N:12]=[C:13]([O:14][CH3:15])[N:5]2[CH2:4][CH2:3][CH2:2][NH:1][CH2:22][C:24]1[CH:25]=[CH:26][C:27]([CH2:30][C:31]([OH:33])=[O:32])=[CH:28][CH:29]=1. The catalyst class is: 36. (8) Reactant: C(OC(=O)[NH:10][C@H:11]([CH2:16][O:17][Si:18]([C:31]([CH3:34])([CH3:33])[CH3:32])([C:25]1[CH:30]=[CH:29][CH:28]=[CH:27][CH:26]=1)[C:19]1[CH:24]=[CH:23][CH:22]=[CH:21][CH:20]=1)[C@@H:12]([CH3:15])[CH2:13][CH3:14])C1C=CC=CC=1. Product: [Si:18]([O:17][CH2:16][C@@H:11]([NH2:10])[C@@H:12]([CH3:15])[CH2:13][CH3:14])([C:31]([CH3:33])([CH3:34])[CH3:32])([C:25]1[CH:26]=[CH:27][CH:28]=[CH:29][CH:30]=1)[C:19]1[CH:20]=[CH:21][CH:22]=[CH:23][CH:24]=1. The catalyst class is: 19.